This data is from Catalyst prediction with 721,799 reactions and 888 catalyst types from USPTO. The task is: Predict which catalyst facilitates the given reaction. (1) Reactant: [S:1]1[CH:5]=[CH:4][CH:3]=[C:2]1[S:6]([NH:9][C:10]1[CH:11]=[CH:12][CH:13]=[C:14]2[C:18]=1[NH:17][C:16]([C:19](=[S:21])[NH2:20])=[CH:15]2)(=[O:8])=[O:7].Br[CH2:23][CH:24](OCC)OCC.C(O)C. Product: [S:21]1[CH:24]=[CH:23][N:20]=[C:19]1[C:16]1[NH:17][C:18]2[C:14]([CH:15]=1)=[CH:13][CH:12]=[CH:11][C:10]=2[NH:9][S:6]([C:2]1[S:1][CH:5]=[CH:4][CH:3]=1)(=[O:7])=[O:8]. The catalyst class is: 6. (2) Reactant: [NH2:1][CH:2]([C:17]1[O:18][C:19]([CH3:22])=[CH:20][CH:21]=1)[C:3]12[N:9]([C:10]([O:12][C:13]([CH3:16])([CH3:15])[CH3:14])=[O:11])[CH:6]([CH2:7][CH2:8]1)[CH2:5][CH2:4]2.CCN(C(C)C)C(C)C.[CH3:32][C:33]1[CH:41]=[CH:40][CH:39]=[C:38]([CH3:42])[C:34]=1[C:35](Cl)=[O:36].[Na+].[Cl-]. Product: [CH3:32][C:33]1[CH:41]=[CH:40][CH:39]=[C:38]([CH3:42])[C:34]=1[C:35]([NH:1][CH:2]([C:17]1[O:18][C:19]([CH3:22])=[CH:20][CH:21]=1)[C:3]12[N:9]([C:10]([O:12][C:13]([CH3:14])([CH3:15])[CH3:16])=[O:11])[CH:6]([CH2:5][CH2:4]1)[CH2:7][CH2:8]2)=[O:36]. The catalyst class is: 34. (3) Reactant: [CH2:1]([NH3+:3])[CH3:2].[C:4]([O:8][C:9]([NH:11][C@@H:12]([C@H:16]([OH:18])[CH3:17])[C:13]([O-:15])=O)=[O:10])([CH3:7])(C)C.[CH2:19]([NH3+])[CH3:20].C1C=CC2N(O)N=NC=2C=1.C1CCC(N=C=NC2CCCCC2)CC1. Product: [CH2:1]([NH:3][C:13](=[O:15])[C@@H:12]([NH:11][C:9](=[O:10])[O:8][CH2:4][CH2:7][CH2:19][CH3:20])[C@H:16]([OH:18])[CH3:17])[CH3:2]. The catalyst class is: 2. (4) Reactant: [CH2:1]([O:3][C:4]([C:6]1[N:7]=[C:8]([C:12]2[CH:17]=[CH:16][CH:15]=[CH:14][CH:13]=2)[S:9][C:10]=1[NH2:11])=[O:5])[CH3:2].[C:18]([O:22][C:23](O[C:23]([O:22][C:18]([CH3:21])([CH3:20])[CH3:19])=[O:24])=[O:24])([CH3:21])([CH3:20])[CH3:19]. Product: [CH2:1]([O:3][C:4]([C:6]1[N:7]=[C:8]([C:12]2[CH:17]=[CH:16][CH:15]=[CH:14][CH:13]=2)[S:9][C:10]=1[NH:11][C:23]([O:22][C:18]([CH3:21])([CH3:20])[CH3:19])=[O:24])=[O:5])[CH3:2]. The catalyst class is: 112. (5) Reactant: [C:1]1([N:7]2[CH:11]=[C:10]([C:12]([OH:14])=O)[C:9]([C:15]([F:18])([F:17])[F:16])=[N:8]2)[CH:6]=[CH:5][CH:4]=[CH:3][CH:2]=1.[NH2:19][CH2:20][CH2:21][NH:22][C:23]([C@H:25]1[CH2:30][CH2:29][C@H:28]([C:31]2[N:32]([CH3:42])[CH:33]=[C:34]([C:36]3[CH:41]=[CH:40][CH:39]=[CH:38][CH:37]=3)[N:35]=2)[CH2:27][CH2:26]1)=[O:24].CCN=C=NCCCN(C)C.Cl.C1C=CC2N(O)N=NC=2C=1.O.C(N(CC)CC)C. Product: [CH3:42][N:32]1[CH:33]=[C:34]([C:36]2[CH:41]=[CH:40][CH:39]=[CH:38][CH:37]=2)[N:35]=[C:31]1[C@H:28]1[CH2:27][CH2:26][C@H:25]([C:23]([NH:22][CH2:21][CH2:20][NH:19][C:12]([C:10]2[C:9]([C:15]([F:18])([F:17])[F:16])=[N:8][N:7]([C:1]3[CH:2]=[CH:3][CH:4]=[CH:5][CH:6]=3)[CH:11]=2)=[O:14])=[O:24])[CH2:30][CH2:29]1. The catalyst class is: 59.